From a dataset of Peptide-MHC class II binding affinity with 134,281 pairs from IEDB. Regression. Given a peptide amino acid sequence and an MHC pseudo amino acid sequence, predict their binding affinity value. This is MHC class II binding data. The peptide sequence is NTLYLQMNSLRAEDT. The MHC is DRB1_0901 with pseudo-sequence DRB1_0901. The binding affinity (normalized) is 0.523.